Dataset: Drug-target binding data from BindingDB using IC50 measurements. Task: Regression. Given a target protein amino acid sequence and a drug SMILES string, predict the binding affinity score between them. We predict pIC50 (pIC50 = -log10(IC50 in M); higher means more potent). Dataset: bindingdb_ic50. The small molecule is O=c1cc(OCc2ccc3ccccc3c2)ccn1Cc1ccccc1Cl. The target protein (P54616) has sequence MNFSLEGRNIVVMGVANKRSIAWGIARSLHEAGARLIFTYAGERLEKSVHELAGTLDRNDSIILPCDVTNDAEIETCFASIKEQVGVIHGIAHCIAFANKEELVGEYLNTNRDGFLLAHNISSYSLTAVVKAARPMMTEGGSIVTLTYLGGELVMPNYNVMGVAKASLDASVKYLAADLGKENIRVNSISAGPIRTLSAKGISDFNSILKDIEERAPLRRTTTPEEVGDTAAFLFSDMSRGITGENLHVDSGFHITAR. The pIC50 is 6.0.